From a dataset of Forward reaction prediction with 1.9M reactions from USPTO patents (1976-2016). Predict the product of the given reaction. (1) Given the reactants [Li+].CC([N-]C(C)C)C.[CH2:9]([O:11][C:12](=[O:15])[C:13]#[CH:14])[CH3:10].[F:16][C:17]1[CH:22]=[CH:21][C:20](I)=[CH:19][C:18]=1[F:24], predict the reaction product. The product is: [CH2:9]([O:11][C:12](=[O:15])[C:13]#[C:14][C:20]1[CH:21]=[CH:22][C:17]([F:16])=[C:18]([F:24])[CH:19]=1)[CH3:10]. (2) Given the reactants Br[C:2]1[CH:3]=[C:4]([C:8]2[C:9]3[C:14]([C:15]4C=CC=C[C:20]=4[CH:21]=2)=[CH:13][CH:12]=[CH:11][CH:10]=3)[CH:5]=[CH:6][CH:7]=1.[CH2:22]([Li])[CH2:23][CH2:24][CH3:25].[B:27](OC(C)C)([O:32]C(C)C)[O:28]C(C)C.Cl, predict the reaction product. The product is: [CH:22]1[C:20]2[CH:21]=[C:8]([C:4]3[CH:3]=[C:2]([B:27]([OH:32])[OH:28])[CH:7]=[CH:6][CH:5]=3)[C:9]3[C:14](=[CH:13][CH:12]=[CH:11][CH:10]=3)[C:15]=2[CH:25]=[CH:24][CH:23]=1. (3) Given the reactants [CH3:1][O:2][C:3](=[O:29])[CH2:4][O:5][C:6]1[CH:15]=[CH:14][C:13]([F:16])=[C:12]2[C:7]=1[C:8](=[O:28])[C:9]([CH2:19][C:20]1[CH:25]=[CH:24][C:23]([Cl:26])=[CH:22][C:21]=1[F:27])=[C:10]([CH2:17][CH3:18])[NH:11]2.CN(C)C=O.C(=O)([O-])[O-].[K+].[K+].Cl[C:42](OC(=O)C)([F:44])[F:43], predict the reaction product. The product is: [CH3:1][O:2][C:3](=[O:29])[CH2:4][O:5][C:6]1[CH:15]=[CH:14][C:13]([F:16])=[C:12]2[C:7]=1[C:8]([O:28][CH:42]([F:44])[F:43])=[C:9]([CH2:19][C:20]1[CH:25]=[CH:24][C:23]([Cl:26])=[CH:22][C:21]=1[F:27])[C:10]([CH2:17][CH3:18])=[N:11]2. (4) Given the reactants [C:1]1([CH3:11])[CH:6]=[CH:5][CH:4]=[C:3]([CH2:7][C:8]([OH:10])=[O:9])[CH:2]=1.C[Si]([N-][Si](C)(C)C)(C)C.[Na+].I[CH2:23][CH:24]([CH3:26])[CH3:25], predict the reaction product. The product is: [CH3:23][CH:24]([CH3:26])[CH2:25][CH:7]([C:3]1[CH:2]=[C:1]([CH3:11])[CH:6]=[CH:5][CH:4]=1)[C:8]([OH:10])=[O:9]. (5) Given the reactants [CH2:1]([C:3]([NH2:12])([CH2:10][CH3:11])[CH2:4][NH:5][C:6]([CH3:9])([CH3:8])[CH3:7])[CH3:2].[CH3:13][C:14]([CH2:16][CH3:17])=O.[OH-:18].[Na+].[CH:20](Cl)(Cl)Cl, predict the reaction product. The product is: [C:6]([N:5]1[CH2:4][C:3]([CH2:10][CH3:11])([CH2:1][CH3:2])[NH:12][C:14]([CH2:16][CH3:17])([CH3:20])[C:13]1=[O:18])([CH3:7])([CH3:9])[CH3:8]. (6) Given the reactants [NH2:1][C:2]1[C:7]([CH2:8][CH2:9][CH:10]2[CH2:15][CH2:14][N:13]([C:16](=[O:27])[C@@H:17]([NH:19]C(=O)OC(C)(C)C)[CH3:18])[CH2:12][CH2:11]2)=[C:6]([Cl:28])[N:5]=[C:4]([CH3:29])[N:3]=1.C(O)(C(F)(F)F)=O.CO.O, predict the reaction product. The product is: [NH2:19][C@@H:17]([CH3:18])[C:16]([N:13]1[CH2:14][CH2:15][CH:10]([CH2:9][CH2:8][C:7]2[C:2]([NH2:1])=[N:3][C:4]([CH3:29])=[N:5][C:6]=2[Cl:28])[CH2:11][CH2:12]1)=[O:27]. (7) The product is: [C:26]1([N:36]2[C:5]([C:7]3[C:12](=[O:13])[CH:11]=[CH:10][N:9]([C:14]4[CH:19]=[CH:18][CH:17]=[C:16]([O:20][C:21]([F:24])([F:23])[F:22])[CH:15]=4)[N:8]=3)=[CH:4][CH:3]=[N:2]2)[C:35]2[C:30](=[CH:31][CH:32]=[CH:33][CH:34]=2)[CH:29]=[CH:28][CH:27]=1. Given the reactants C[N:2](C)/[CH:3]=[CH:4]/[C:5]([C:7]1[C:12](=[O:13])[CH:11]=[CH:10][N:9]([C:14]2[CH:19]=[CH:18][CH:17]=[C:16]([O:20][C:21]([F:24])([F:23])[F:22])[CH:15]=2)[N:8]=1)=O.[C:26]1([NH:36]N)[C:35]2[C:30](=[CH:31][CH:32]=[CH:33][CH:34]=2)[CH:29]=[CH:28][CH:27]=1, predict the reaction product.